Dataset: Reaction yield outcomes from USPTO patents with 853,638 reactions. Task: Predict the reaction yield, written as a fraction of the theoretical maximum amount of product (1.0 means a 100% yield; for example, 0.34 means a 34% yield). (1) The reactants are [Cl:1][C:2]1[CH:10]=[C:9]([NH:11][CH:12]2[CH2:14][CH2:13]2)[C:5]([C:6]([OH:8])=O)=[CH:4][N:3]=1.CN(C(ON1N=N[C:25]2[CH:26]=[CH:27][CH:28]=[N:29][C:24]1=2)=[N+](C)C)C.F[P-](F)(F)(F)(F)F.CCN([CH:45]([CH3:47])C)C(C)C.CN(C=[O:52])C. No catalyst specified. The product is [Cl:1][C:2]1[CH:10]=[C:9]([NH:11][CH:12]2[CH2:14][CH2:13]2)[C:5]([C:6]([NH:29][CH:28]2[CH2:47][CH2:45][C:25]([OH:52])([CH3:24])[CH2:26][CH2:27]2)=[O:8])=[CH:4][N:3]=1. The yield is 0.630. (2) The reactants are [N:1]1[CH:6]=[CH:5][CH:4]=[N:3][CH:2]=1.[Li+].[OH-].CN(C(ON1N=[N:24][C:19]2C=C[CH:22]=[N:23][C:18]1=2)=[N+](C)C)C.F[P-](F)(F)(F)(F)F.CC[N:35]([CH:39]([CH3:41])C)[CH:36]([CH3:38])[CH3:37].[CH2:42]([NH2:52])[C:43]1[CH:51]=[CH:50][C:49]2[O:48][CH2:47][O:46][C:45]=2[CH:44]=1.[CH2:53]1[CH2:57][O:56][CH2:55][CH2:54]1.O. No catalyst specified. The product is [O:48]1[C:49]2[CH:50]=[CH:51][C:43]([CH2:42][NH:52][C:55]([C:54]3[CH:37]=[C:36]4[C:38]([CH:41]=[CH:39][N:35]4[C:6]4[CH:5]=[CH:4][N:3]=[C:2]([N:23]5[CH:18]=[CH:19][N:24]=[CH:22]5)[N:1]=4)=[CH:57][CH:53]=3)=[O:56])=[CH:44][C:45]=2[O:46][CH2:47]1. The yield is 0.0400. (3) The reactants are [CH3:1][S:2][CH:3]1[N:7]([CH3:8])[C:6]2[CH:9]=[CH:10][CH:11]=[CH:12][C:5]=2[O:4]1.CSC1OC2C=CC=CC=2N=1.C[C:25]1[CH:26]=[C:27]([S:32]([O-:35])(=[O:34])=[O:33])[C:28](C)=[CH:29][CH:30]=1. No catalyst specified. The product is [S:32]([C:27]1[CH:26]=[CH:25][C:30]([CH3:1])=[CH:29][CH:28]=1)([OH:35])(=[O:33])=[O:34].[CH3:1][S:2][CH:3]1[N:7]([CH3:8])[C:6]2[CH:9]=[CH:10][CH:11]=[CH:12][C:5]=2[O:4]1. The yield is 0.700. (4) The reactants are Br[C:2]1[CH:3]=[CH:4][C:5]([CH2:18][CH3:19])=[C:6]([CH:8]2[C:14](=[O:15])[CH:13]3[CH2:16][CH:10]([CH2:11][CH2:12]3)[C:9]2=[O:17])[CH:7]=1.[I-:20].[Na+].C[Si](C)(C)N[Si](C)(C)C.CN[C@@H]1CCCC[C@H]1NC. The catalyst is [Cu]I.O1CCOCC1. The product is [CH2:18]([C:5]1[CH:4]=[CH:3][C:2]([I:20])=[CH:7][C:6]=1[CH:8]1[C:14](=[O:15])[CH:13]2[CH2:16][CH:10]([CH2:11][CH2:12]2)[C:9]1=[O:17])[CH3:19]. The yield is 1.00. (5) The reactants are [Br:1][C:2]1[CH:3]=[C:4]([CH2:21][C:22]([O:24]CC)=[O:23])[CH:5]=[CH:6][C:7]=1[NH:8][C:9]([C:11]1[C:20]2[C:15](=[CH:16][CH:17]=[CH:18][CH:19]=2)[CH:14]=[CH:13][N:12]=1)=[O:10].[OH-].[Na+].Cl. The catalyst is C1COCC1. The product is [Br:1][C:2]1[CH:3]=[C:4]([CH2:21][C:22]([OH:24])=[O:23])[CH:5]=[CH:6][C:7]=1[NH:8][C:9]([C:11]1[C:20]2[C:15](=[CH:16][CH:17]=[CH:18][CH:19]=2)[CH:14]=[CH:13][N:12]=1)=[O:10]. The yield is 0.980. (6) The reactants are [Cl:1][C:2]1[CH:36]=[CH:35][C:5]([CH2:6][C:7]2[N:8]=[C:9]([C:25]3[C:26]([CH3:34])=[N:27][N:28]4[CH:33]=[CH:32][CH:31]=[CH:30][C:29]=34)[S:10][C:11]=2[C:12]2[N:16]=[CH:15][N:14](COCC[Si](C)(C)C)[N:13]=2)=[CH:4][CH:3]=1.FC(F)(F)C(O)=O. The catalyst is ClCCl. The product is [Cl:1][C:2]1[CH:3]=[CH:4][C:5]([CH2:6][C:7]2[N:8]=[C:9]([C:25]3[C:26]([CH3:34])=[N:27][N:28]4[CH:33]=[CH:32][CH:31]=[CH:30][C:29]=34)[S:10][C:11]=2[C:12]2[NH:16][CH:15]=[N:14][N:13]=2)=[CH:35][CH:36]=1. The yield is 0.640.